Dataset: Full USPTO retrosynthesis dataset with 1.9M reactions from patents (1976-2016). Task: Predict the reactants needed to synthesize the given product. (1) Given the product [Cl:6][C:7]1[C:8]([CH:37]=[O:38])=[C:9]([O:32][C:33]([F:34])([F:36])[F:35])[CH:10]=[C:11]2[C:16]=1[NH:15][C:14](=[O:17])[N:13]([CH2:18][C:19]1[CH:24]=[C:23]([Cl:25])[CH:22]=[CH:21][C:20]=1[S:26]([CH2:29][CH3:30])(=[O:27])=[O:28])[C:12]2=[O:31], predict the reactants needed to synthesize it. The reactants are: S(=O)(=O)(O)O.[Cl:6][C:7]1[C:8]([CH:37]2OCC[O:38]2)=[C:9]([O:32][C:33]([F:36])([F:35])[F:34])[CH:10]=[C:11]2[C:16]=1[NH:15][C:14](=[O:17])[N:13]([CH2:18][C:19]1[CH:24]=[C:23]([Cl:25])[CH:22]=[CH:21][C:20]=1[S:26]([CH2:29][CH3:30])(=[O:28])=[O:27])[C:12]2=[O:31]. (2) Given the product [CH3:1][C@@H:2]1[N:6]([C:7]([O:9][C:10]([CH3:11])([CH3:13])[CH3:12])=[O:8])[C@H:5]([C:14]([O:16][CH2:17][C:18]([C:19]2[CH:20]=[CH:21][C:22]3[C:31]4[CH:30]=[C:29]5[CH2:32][CH2:33][CH:34]([Br:39])[C:35](=[O:36])[C:28]5=[CH:27][C:26]=4[O:25][CH2:24][C:23]=3[CH:37]=2)=[O:38])=[O:15])[CH2:4][CH2:3]1, predict the reactants needed to synthesize it. The reactants are: [CH3:1][C@@H:2]1[N:6]([C:7]([O:9][C:10]([CH3:13])([CH3:12])[CH3:11])=[O:8])[C@H:5]([C:14]([O:16][CH2:17][C:18](=[O:38])[C:19]2[CH:20]=[CH:21][C:22]3[C:31]4[CH:30]=[C:29]5[CH2:32][CH2:33][CH2:34][C:35](=[O:36])[C:28]5=[CH:27][C:26]=4[O:25][CH2:24][C:23]=3[CH:37]=2)=[O:15])[CH2:4][CH2:3]1.[Br-:39].[Br-].[Br-].[NH+]1C=CC=CC=1.[NH+]1C=CC=CC=1.[NH+]1C=CC=CC=1. (3) Given the product [Si:17]([O:16][CH2:15][C:13]1[CH:14]=[C:9]([OH:8])[C:10](=[O:43])[N:11]([CH2:34][C:35]2[CH:36]=[CH:37][C:38]([O:41][CH3:42])=[CH:39][CH:40]=2)[N:12]=1)([C:30]([CH3:31])([CH3:32])[CH3:33])([C:18]1[CH:19]=[CH:20][CH:21]=[CH:22][CH:23]=1)[C:24]1[CH:29]=[CH:28][CH:27]=[CH:26][CH:25]=1, predict the reactants needed to synthesize it. The reactants are: C([O:8][C:9]1[C:10](=[O:43])[N:11]([CH2:34][C:35]2[CH:40]=[CH:39][C:38]([O:41][CH3:42])=[CH:37][CH:36]=2)[N:12]=[C:13]([CH2:15][O:16][Si:17]([C:30]([CH3:33])([CH3:32])[CH3:31])([C:24]2[CH:29]=[CH:28][CH:27]=[CH:26][CH:25]=2)[C:18]2[CH:23]=[CH:22][CH:21]=[CH:20][CH:19]=2)[CH:14]=1)C1C=CC=CC=1. (4) Given the product [ClH:37].[C:34]([S:20][CH:17]1[CH2:18][CH2:19][N:14]([CH:6]([C:7]2[CH:12]=[CH:11][CH:10]=[CH:9][C:8]=2[F:13])[C:5]([CH:2]2[CH2:4][CH2:3]2)=[O:33])[CH2:15]/[C:16]/1=[CH:21]\[C:22]1[CH:26]=[CH:25][N:24]([CH2:27][C:28]([O:30][CH2:31][CH3:32])=[O:29])[N:23]=1)(=[O:36])[CH3:35], predict the reactants needed to synthesize it. The reactants are: Cl.[CH:2]1([C:5](=[O:33])[CH:6]([N:14]2[CH2:19][CH2:18][CH:17]([SH:20])/[C:16](=[CH:21]/[C:22]3[CH:26]=[CH:25][N:24]([CH2:27][C:28]([O:30][CH2:31][CH3:32])=[O:29])[N:23]=3)/[CH2:15]2)[C:7]2[CH:12]=[CH:11][CH:10]=[CH:9][C:8]=2[F:13])[CH2:4][CH2:3]1.[C:34]([Cl:37])(=[O:36])[CH3:35].C(N(CC)CC)C.Cl.